From a dataset of Reaction yield outcomes from USPTO patents with 853,638 reactions. Predict the reaction yield, written as a fraction of the theoretical maximum amount of product (1.0 means a 100% yield; for example, 0.34 means a 34% yield). (1) The yield is 0.850. The reactants are [OH:1][CH:2]([C:37]([CH3:40])([CH3:39])[CH3:38])[CH2:3][N:4]1[C:9](=[O:10])[C:8]([CH2:11][C:12]2[CH:17]=[CH:16][C:15]([C:18]3[CH:23]=[CH:22][CH:21]=[CH:20][C:19]=3[C:24]3[NH:28][C:27](=[O:29])[O:26][N:25]=3)=[CH:14][CH:13]=2)=[C:7]([CH2:30][CH2:31][CH3:32])[N:6]2[N:33]=[C:34]([CH3:36])[N:35]=[C:5]12.CC(OI1(OC(C)=O)(OC(C)=O)OC(=O)C2C=CC=CC1=2)=O.C(=O)([O-])O.[Na+].O.O.O.O.O.S([O-])([O-])(=O)=S.[Na+].[Na+]. The catalyst is C(OCC)(=O)C.C(#N)C. The product is [CH3:39][C:37]([CH3:38])([CH3:40])[C:2](=[O:1])[CH2:3][N:4]1[C:9](=[O:10])[C:8]([CH2:11][C:12]2[CH:13]=[CH:14][C:15]([C:18]3[CH:23]=[CH:22][CH:21]=[CH:20][C:19]=3[C:24]3[NH:28][C:27](=[O:29])[O:26][N:25]=3)=[CH:16][CH:17]=2)=[C:7]([CH2:30][CH2:31][CH3:32])[N:6]2[N:33]=[C:34]([CH3:36])[N:35]=[C:5]12. (2) The reactants are [CH:1]1[C:6]2[O:7][C:8]3[C:9]4[C:14]([N:15]=[C:16]5[C:21]=3[CH:20]=[CH:19][CH:18]=[CH:17]5)=[CH:13][CH:12]=[CH:11][C:10]=4[C:5]=2[CH:4]=[CH:3][CH:2]=1.ClCCl.[I:25][CH2:26][C:27]([O:29][CH2:30][CH3:31])=[O:28]. No catalyst specified. The product is [I-:25].[CH2:30]([O:29][C:27](=[O:28])[CH2:26][N+:15]1[C:14]2[C:9]3=[C:10]([C:5]4[CH:4]=[CH:3][CH:2]=[CH:1][C:6]=4[O:7][C:8]3=[C:21]3[C:16]=1[CH:17]=[CH:18][CH:19]=[CH:20]3)[CH:11]=[CH:12][CH:13]=2)[CH3:31]. The yield is 0.520.